This data is from Catalyst prediction with 721,799 reactions and 888 catalyst types from USPTO. The task is: Predict which catalyst facilitates the given reaction. (1) Reactant: Br[C:2]1[CH:7]=[C:6]([F:8])[C:5]([C@@H:9]2[C:14]3[NH:15][C:16]4[C:21]([C:13]=3[CH2:12][C@@H:11]([CH3:22])[N:10]2[CH2:23][C:24]([F:27])([F:26])[F:25])=[CH:20][CH:19]=[CH:18][CH:17]=4)=[C:4]([F:28])[CH:3]=1.[NH2:29][CH:30]1[CH2:33][N:32]([C:34]([O:36][C:37]([CH3:40])([CH3:39])[CH3:38])=[O:35])[CH2:31]1.CC1(C)C2C(=C(P(C3C=CC=CC=3)C3C=CC=CC=3)C=CC=2)OC2C(P(C3C=CC=CC=3)C3C=CC=CC=3)=CC=CC1=2.C([O-])([O-])=O.[Cs+].[Cs+]. Product: [F:28][C:4]1[CH:3]=[C:2]([NH:29][CH:30]2[CH2:31][N:32]([C:34]([O:36][C:37]([CH3:40])([CH3:39])[CH3:38])=[O:35])[CH2:33]2)[CH:7]=[C:6]([F:8])[C:5]=1[C@@H:9]1[C:14]2[NH:15][C:16]3[C:21]([C:13]=2[CH2:12][C@@H:11]([CH3:22])[N:10]1[CH2:23][C:24]([F:27])([F:26])[F:25])=[CH:20][CH:19]=[CH:18][CH:17]=3. The catalyst class is: 62. (2) Reactant: FC(F)(F)C(O)=O.[CH2:8]([N:11]1[CH:16]2[CH2:17][CH2:18][CH:12]1[CH2:13][CH:14]([N:19]([C:23]1[CH:24]=[C:25]3[C:29](=[CH:30][CH:31]=1)[N:28](C1CCCCO1)[N:27]=[CH:26]3)[C:20](=[O:22])[CH3:21])[CH2:15]2)[CH2:9][CH3:10].C(=O)([O-])O.[Na+]. Product: [NH:28]1[C:29]2[C:25](=[CH:24][C:23]([N:19]([CH:14]3[CH2:15][CH:16]4[N:11]([CH2:8][CH2:9][CH3:10])[CH:12]([CH2:18][CH2:17]4)[CH2:13]3)[C:20](=[O:22])[CH3:21])=[CH:31][CH:30]=2)[CH:26]=[N:27]1. The catalyst class is: 4. (3) Reactant: [C:1]1([C:7]2[C:15]([C:16]3[CH:17]=[N:18][C:19](S(C4C=CC=CC=4)(=O)=O)=[CH:20][CH:21]=3)=[C:10]3[CH:11]=[N:12][CH:13]=[CH:14][N:9]3[N:8]=2)[CH:6]=[CH:5][CH:4]=[CH:3][CH:2]=1.[CH3:31][O-:32].[Na+]. Product: [CH3:31][O:32][C:19]1[N:18]=[CH:17][C:16]([C:15]2[C:7]([C:1]3[CH:6]=[CH:5][CH:4]=[CH:3][CH:2]=3)=[N:8][N:9]3[CH:14]=[CH:13][N:12]=[CH:11][C:10]=23)=[CH:21][CH:20]=1. The catalyst class is: 71. (4) Reactant: [CH3:1][NH:2][CH2:3][CH2:4][N:5]1[CH2:10][CH2:9][CH2:8][CH2:7][C@H:6]1[C:11]([NH:13][CH2:14][CH2:15][O:16][CH2:17][CH2:18][O:19][CH2:20][CH2:21][O:22][CH2:23][CH2:24][O:25][CH2:26][CH2:27][O:28][CH2:29][CH2:30][O:31][CH2:32][CH2:33][O:34][CH2:35][CH2:36][O:37][CH3:38])=[O:12].[CH2:39]([N:41]([CH2:80][CH3:81])[C:42]1[CH:47]=[CH:46][C:45]([NH:48][C:49]([C:51]2[CH:52]=[C:53]([CH:57]=[CH:58][CH:59]=2)[C:54]([OH:56])=O)=[O:50])=[C:44]([C:60]2[CH:65]=[C:64]([C:66](=[O:79])[NH:67][CH2:68][C:69]3[CH:74]=[CH:73][CH:72]=[C:71]([C:75]([F:78])([F:77])[F:76])[CH:70]=3)[CH:63]=[CH:62][N:61]=2)[CH:43]=1)[CH3:40].CCN(C(C)C)C(C)C.CN(C(ON1N=NC2C=CC=NC1=2)=[N+](C)C)C.F[P-](F)(F)(F)(F)F. Product: [CH3:38][O:37][CH2:36][CH2:35][O:34][CH2:33][CH2:32][O:31][CH2:30][CH2:29][O:28][CH2:27][CH2:26][O:25][CH2:24][CH2:23][O:22][CH2:21][CH2:20][O:19][CH2:18][CH2:17][O:16][CH2:15][CH2:14][NH:13][C:11]([C@@H:6]1[CH2:7][CH2:8][CH2:9][CH2:10][N:5]1[CH2:4][CH2:3][N:2]([CH3:1])[C:54](=[O:56])[C:53]1[CH:57]=[CH:58][CH:59]=[C:51]([C:49]([NH:48][C:45]2[CH:46]=[CH:47][C:42]([N:41]([CH2:39][CH3:40])[CH2:80][CH3:81])=[CH:43][C:44]=2[C:60]2[CH:65]=[C:64]([C:66](=[O:79])[NH:67][CH2:68][C:69]3[CH:74]=[CH:73][CH:72]=[C:71]([C:75]([F:76])([F:77])[F:78])[CH:70]=3)[CH:63]=[CH:62][N:61]=2)=[O:50])[CH:52]=1)=[O:12]. The catalyst class is: 3.